This data is from Peptide-MHC class I binding affinity with 185,985 pairs from IEDB/IMGT. The task is: Regression. Given a peptide amino acid sequence and an MHC pseudo amino acid sequence, predict their binding affinity value. This is MHC class I binding data. (1) The peptide sequence is FQPQPGQFI. The MHC is H-2-Kb with pseudo-sequence H-2-Kb. The binding affinity (normalized) is 0.0258. (2) The peptide sequence is PTNDIPSLFI. The MHC is HLA-A02:01 with pseudo-sequence HLA-A02:01. The binding affinity (normalized) is 0.0925. (3) The peptide sequence is STLFFTTTLF. The MHC is HLA-A33:01 with pseudo-sequence HLA-A33:01. The binding affinity (normalized) is 0.333.